Task: Regression. Given two drug SMILES strings and cell line genomic features, predict the synergy score measuring deviation from expected non-interaction effect.. Dataset: NCI-60 drug combinations with 297,098 pairs across 59 cell lines (1) Drug 1: C1=CN(C(=O)N=C1N)C2C(C(C(O2)CO)O)O.Cl. Drug 2: CC1=C(N=C(N=C1N)C(CC(=O)N)NCC(C(=O)N)N)C(=O)NC(C(C2=CN=CN2)OC3C(C(C(C(O3)CO)O)O)OC4C(C(C(C(O4)CO)O)OC(=O)N)O)C(=O)NC(C)C(C(C)C(=O)NC(C(C)O)C(=O)NCCC5=NC(=CS5)C6=NC(=CS6)C(=O)NCCC[S+](C)C)O. Cell line: RXF 393. Synergy scores: CSS=16.6, Synergy_ZIP=-4.49, Synergy_Bliss=-0.109, Synergy_Loewe=-5.03, Synergy_HSA=-0.602. (2) Drug 1: CCCS(=O)(=O)NC1=C(C(=C(C=C1)F)C(=O)C2=CNC3=C2C=C(C=N3)C4=CC=C(C=C4)Cl)F. Drug 2: CS(=O)(=O)C1=CC(=C(C=C1)C(=O)NC2=CC(=C(C=C2)Cl)C3=CC=CC=N3)Cl. Synergy scores: CSS=5.00, Synergy_ZIP=-1.24, Synergy_Bliss=-2.83, Synergy_Loewe=-3.83, Synergy_HSA=-4.23. Cell line: NCI/ADR-RES.